From a dataset of Forward reaction prediction with 1.9M reactions from USPTO patents (1976-2016). Predict the product of the given reaction. (1) Given the reactants [CH3:1][O:2][C:3](=[O:36])[CH2:4][CH2:5][CH2:6]/[CH:7]=[CH:8]\[CH2:9][C@H:10]1[C:14](=[O:15])[CH:13]=[CH:12][C@@H:11]1/[CH:16]=[CH:17]/[C@@H:18]([O:28][Si:29]([C:32]([CH3:35])([CH3:34])[CH3:33])([CH3:31])[CH3:30])[CH2:19][CH2:20][C:21]1[S:22][C:23]([CH3:27])=[C:24]([Br:26])[CH:25]=1, predict the reaction product. The product is: [CH3:1][O:2][C:3](=[O:36])[CH2:4][CH2:5][CH2:6]/[CH:7]=[CH:8]\[CH2:9][C@H:10]1[C:14](=[O:15])[CH2:13][CH2:12][C@@H:11]1/[CH:16]=[CH:17]/[C@@H:18]([O:28][Si:29]([C:32]([CH3:34])([CH3:33])[CH3:35])([CH3:30])[CH3:31])[CH2:19][CH2:20][C:21]1[S:22][C:23]([CH3:27])=[C:24]([Br:26])[CH:25]=1. (2) Given the reactants [NH2:1][C:2]1[CH:7]=[CH:6][C:5]([C:8]2[N:9]([CH:26]3[CH2:29][CH2:28][CH2:27]3)[C:10]3[C:15]([C:16]=2[C:17]#[N:18])=[CH:14][CH:13]=[C:12]([O:19][C:20]2[N:25]=[CH:24][CH:23]=[CH:22][N:21]=2)[CH:11]=3)=[CH:4][C:3]=1[Cl:30].Cl[C:32]([O:34][CH:35]([CH3:37])[CH3:36])=[O:33], predict the reaction product. The product is: [CH:35]([O:34][C:32](=[O:33])[NH:1][C:2]1[CH:7]=[CH:6][C:5]([C:8]2[N:9]([CH:26]3[CH2:29][CH2:28][CH2:27]3)[C:10]3[C:15]([C:16]=2[C:17]#[N:18])=[CH:14][CH:13]=[C:12]([O:19][C:20]2[N:21]=[CH:22][CH:23]=[CH:24][N:25]=2)[CH:11]=3)=[CH:4][C:3]=1[Cl:30])([CH3:37])[CH3:36]. (3) Given the reactants [Cl:1][C:2]1[C:3]2[NH:10][CH:9]=[CH:8][C:4]=2[N:5]=[CH:6][N:7]=1.C(=O)([O-])[O-].[Cs+].[Cs+].[C:17]([O:25][CH2:26][CH2:27][O:28][CH2:29][CH2:30]I)(=[O:24])[C:18]1[CH:23]=[CH:22][CH:21]=[CH:20][CH:19]=1.C(=O)([O-])O.[Na+], predict the reaction product. The product is: [C:17]([O:25][CH2:26][CH2:27][O:28][CH2:29][CH2:30][N:10]1[C:3]2[C:2]([Cl:1])=[N:7][CH:6]=[N:5][C:4]=2[CH:8]=[CH:9]1)(=[O:24])[C:18]1[CH:23]=[CH:22][CH:21]=[CH:20][CH:19]=1. (4) Given the reactants [F:1][C:2]([F:30])([F:29])[C:3]1[CH:8]=[C:7]([C:9]([F:12])([F:11])[F:10])[CH:6]=[CH:5][C:4]=1[C:13]1[CH:17]=[C:16]([CH2:18][N:19]2[CH:24]=[C:23]3[N:25]=[C:26](Br)[N:27]=[C:22]3[CH:21]=[N:20]2)[O:15][N:14]=1.[CH3:31][C:32]1[CH:37]=[CH:36][CH:35]=[CH:34][C:33]=1B(O)O, predict the reaction product. The product is: [F:1][C:2]([F:30])([F:29])[C:3]1[CH:8]=[C:7]([C:9]([F:12])([F:11])[F:10])[CH:6]=[CH:5][C:4]=1[C:13]1[CH:17]=[C:16]([CH2:18][N:19]2[CH:24]=[C:23]3[N:25]=[C:26]([C:33]4[CH:34]=[CH:35][CH:36]=[CH:37][C:32]=4[CH3:31])[N:27]=[C:22]3[CH:21]=[N:20]2)[O:15][N:14]=1. (5) Given the reactants [CH2:1]([NH:7][C:8](=[O:33])[NH:9][C:10]1[CH:15]=[CH:14][C:13]([S:16]([NH:19][C:20]2[CH:25]=[CH:24][C:23]([N:26]3[CH2:31][CH2:30][C:29](=O)[CH2:28][CH2:27]3)=[CH:22][CH:21]=2)(=[O:18])=[O:17])=[CH:12][CH:11]=1)[CH2:2][CH2:3][CH2:4][CH2:5][CH3:6].Cl.[NH2:35][CH2:36][C@@H:37]([C:39]1[CH:44]=[CH:43][CH:42]=[C:41]([Cl:45])[CH:40]=1)[OH:38], predict the reaction product. The product is: [Cl:45][C:41]1[CH:40]=[C:39]([C@@H:37]([OH:38])[CH2:36][NH:35][CH:29]2[CH2:30][CH2:31][N:26]([C:23]3[CH:22]=[CH:21][C:20]([NH:19][S:16]([C:13]4[CH:14]=[CH:15][C:10]([NH:9][C:8]([NH:7][CH2:1][CH2:2][CH2:3][CH2:4][CH2:5][CH3:6])=[O:33])=[CH:11][CH:12]=4)(=[O:18])=[O:17])=[CH:25][CH:24]=3)[CH2:27][CH2:28]2)[CH:44]=[CH:43][CH:42]=1. (6) Given the reactants [F:1][C:2]1[CH:7]=[CH:6][C:5]([NH:8][C:9]2[C:10]3[C:17]([CH3:18])=[C:16]([C:19]([OH:21])=O)[S:15][C:11]=3[N:12]=[CH:13][N:14]=2)=[C:4]([O:22][C@@H:23]2[CH2:28][CH2:27][CH2:26][O:25][CH2:24]2)[CH:3]=1.[CH3:29][N:30]([CH3:35])[CH2:31][CH2:32][CH2:33][NH2:34], predict the reaction product. The product is: [CH3:29][N:30]([CH3:35])[CH2:31][CH2:32][CH2:33][NH:34][C:19]([C:16]1[S:15][C:11]2[N:12]=[CH:13][N:14]=[C:9]([NH:8][C:5]3[CH:6]=[CH:7][C:2]([F:1])=[CH:3][C:4]=3[O:22][C@@H:23]3[CH2:28][CH2:27][CH2:26][O:25][CH2:24]3)[C:10]=2[C:17]=1[CH3:18])=[O:21]. (7) Given the reactants [C:1](Cl)(=[O:3])[CH3:2].[NH2:5][C:6]1[S:7][CH:8]=[CH:9][C:10]=1[C:11]([NH2:13])=[O:12], predict the reaction product. The product is: [C:1]([NH:5][C:6]1[S:7][CH:8]=[CH:9][C:10]=1[C:11]([NH2:13])=[O:12])(=[O:3])[CH3:2]. (8) The product is: [S:3]1[CH:7]=[CH:6][CH:5]=[C:4]1[C:8]1[CH:13]=[CH:12][CH:11]=[CH:10][C:9]=1[NH:14][C:15]([C:17]1[CH:18]=[C:19]([C:23]2[CH:28]=[CH:27][C:26]([OH:29])=[CH:25][C:24]=2[OH:31])[CH:20]=[CH:21][CH:22]=1)=[O:16]. Given the reactants N#N.[S:3]1[CH:7]=[CH:6][CH:5]=[C:4]1[C:8]1[CH:13]=[CH:12][CH:11]=[CH:10][C:9]=1[NH:14][C:15]([C:17]1[CH:18]=[C:19]([C:23]2[CH:28]=[CH:27][C:26]([O:29]C)=[CH:25][C:24]=2[O:31]C)[CH:20]=[CH:21][CH:22]=1)=[O:16].B(Br)(Br)Br, predict the reaction product. (9) The product is: [NH2:22][C:20]1[S:21][C:17]2[C:16]([C:26]3[CH:27]=[CH:28][C:29]([Cl:32])=[CH:30][CH:31]=3)=[C:15]([C@H:9]([O:10][C:11]([CH3:13])([CH3:12])[CH3:14])[CH2:8][OH:7])[C:24]([CH3:25])=[CH:23][C:18]=2[N:19]=1. Given the reactants C([O:7][CH2:8][C@H:9]([C:15]1[C:24]([CH3:25])=[CH:23][C:18]2[N:19]=[C:20]([NH2:22])[S:21][C:17]=2[C:16]=1[C:26]1[CH:31]=[CH:30][C:29]([Cl:32])=[CH:28][CH:27]=1)[O:10][C:11]([CH3:14])([CH3:13])[CH3:12])(=O)C(C)(C)C.CCO.C1COCC1, predict the reaction product. (10) Given the reactants [CH:1]1([C:4]2[CH:5]=[CH:6][C:7]([C:15]([OH:17])=O)=[N:8][C:9]=2[O:10][CH2:11][CH:12]2[CH2:14][CH2:13]2)[CH2:3][CH2:2]1.[CH3:18][C:19]([CH3:27])([C:21]1[S:22][C:23]([CH3:26])=[CH:24][N:25]=1)[NH2:20], predict the reaction product. The product is: [CH3:18][C:19]([NH:20][C:15]([C:7]1[CH:6]=[CH:5][C:4]([CH:1]2[CH2:2][CH2:3]2)=[C:9]([O:10][CH2:11][CH:12]2[CH2:13][CH2:14]2)[N:8]=1)=[O:17])([C:21]1[S:22][C:23]([CH3:26])=[CH:24][N:25]=1)[CH3:27].